This data is from NCI-60 drug combinations with 297,098 pairs across 59 cell lines. The task is: Regression. Given two drug SMILES strings and cell line genomic features, predict the synergy score measuring deviation from expected non-interaction effect. (1) Drug 1: C1=NNC2=C1C(=O)NC=N2. Drug 2: CC1CCCC2(C(O2)CC(NC(=O)CC(C(C(=O)C(C1O)C)(C)C)O)C(=CC3=CSC(=N3)C)C)C. Cell line: RPMI-8226. Synergy scores: CSS=55.0, Synergy_ZIP=1.02, Synergy_Bliss=-0.575, Synergy_Loewe=-24.5, Synergy_HSA=-1.44. (2) Drug 1: C1=CC(=CC=C1C#N)C(C2=CC=C(C=C2)C#N)N3C=NC=N3. Drug 2: CCC1(CC2CC(C3=C(CCN(C2)C1)C4=CC=CC=C4N3)(C5=C(C=C6C(=C5)C78CCN9C7C(C=CC9)(C(C(C8N6C)(C(=O)OC)O)OC(=O)C)CC)OC)C(=O)OC)O.OS(=O)(=O)O. Cell line: SK-MEL-28. Synergy scores: CSS=1.02, Synergy_ZIP=0.432, Synergy_Bliss=2.24, Synergy_Loewe=-0.0834, Synergy_HSA=-0.101. (3) Drug 1: C1=CC(=C(C=C1I)F)NC2=C(C=CC(=C2F)F)C(=O)NOCC(CO)O. Drug 2: B(C(CC(C)C)NC(=O)C(CC1=CC=CC=C1)NC(=O)C2=NC=CN=C2)(O)O. Cell line: SK-OV-3. Synergy scores: CSS=46.0, Synergy_ZIP=-1.56, Synergy_Bliss=-0.691, Synergy_Loewe=-5.80, Synergy_HSA=1.58. (4) Drug 1: CCC1=CC2CC(C3=C(CN(C2)C1)C4=CC=CC=C4N3)(C5=C(C=C6C(=C5)C78CCN9C7C(C=CC9)(C(C(C8N6C)(C(=O)OC)O)OC(=O)C)CC)OC)C(=O)OC.C(C(C(=O)O)O)(C(=O)O)O. Drug 2: CC1C(C(CC(O1)OC2CC(OC(C2O)C)OC3=CC4=CC5=C(C(=O)C(C(C5)C(C(=O)C(C(C)O)O)OC)OC6CC(C(C(O6)C)O)OC7CC(C(C(O7)C)O)OC8CC(C(C(O8)C)O)(C)O)C(=C4C(=C3C)O)O)O)O. Cell line: NCIH23. Synergy scores: CSS=33.1, Synergy_ZIP=1.49, Synergy_Bliss=2.65, Synergy_Loewe=-2.72, Synergy_HSA=2.99. (5) Drug 1: C1=CC(=CC=C1C#N)C(C2=CC=C(C=C2)C#N)N3C=NC=N3. Drug 2: CCN(CC)CCNC(=O)C1=C(NC(=C1C)C=C2C3=C(C=CC(=C3)F)NC2=O)C. Cell line: UACC62. Synergy scores: CSS=1.11, Synergy_ZIP=0.944, Synergy_Bliss=2.67, Synergy_Loewe=-2.78, Synergy_HSA=-2.20. (6) Drug 1: C1=CC(=CC=C1CCCC(=O)O)N(CCCl)CCCl. Drug 2: C(CC(=O)O)C(=O)CN.Cl. Cell line: SF-268. Synergy scores: CSS=48.3, Synergy_ZIP=-1.92, Synergy_Bliss=-3.13, Synergy_Loewe=-4.47, Synergy_HSA=0.288. (7) Synergy scores: CSS=31.3, Synergy_ZIP=-3.39, Synergy_Bliss=-0.121, Synergy_Loewe=-29.8, Synergy_HSA=0.361. Drug 1: CC1OCC2C(O1)C(C(C(O2)OC3C4COC(=O)C4C(C5=CC6=C(C=C35)OCO6)C7=CC(=C(C(=C7)OC)O)OC)O)O. Cell line: M14. Drug 2: CC=C1C(=O)NC(C(=O)OC2CC(=O)NC(C(=O)NC(CSSCCC=C2)C(=O)N1)C(C)C)C(C)C.